Predict the reactants needed to synthesize the given product. From a dataset of Full USPTO retrosynthesis dataset with 1.9M reactions from patents (1976-2016). (1) Given the product [C:24]([NH2:23])(=[O:33])[C:25]1[CH:30]=[CH:29][CH:28]=[CH:27][CH:26]=1, predict the reactants needed to synthesize it. The reactants are: O[C@@H](C(C)C)C(O)=O.O1B([C@@H](NC(=O)C[NH:23][C:24](=[O:33])[C:25]2[CH:30]=[C:29](Cl)[CH:28]=[CH:27][C:26]=2Cl)CC(C)C)OB([C@@H](NC(=O)C[NH:23][C:24](=[O:33])[C:25]2[CH:30]=[C:29](Cl)[CH:28]=[CH:27][C:26]=2Cl)CC(C)C)OB1[C@@H](NC(=O)C[NH:23][C:24](=[O:33])[C:25]1[CH:30]=[C:29](Cl)[CH:28]=[CH:27][C:26]=1Cl)CC(C)C. (2) Given the product [Br:1][C:2]1[CH:3]=[C:4]([C:17]2[N:18]=[C:19]([CH:23]3[CH2:24][CH2:25][N:26]([C:29](=[O:40])[CH2:45][N:44]4[C:47]([CH3:48])=[CH:49][C:51]([CH2:63][C:61]([OH:67])=[O:62])=[N:52]4)[CH2:27][CH2:28]3)[S:20][C:21]=2[Cl:22])[CH:5]=[C:6]([O:12][C:13]([F:14])([F:15])[F:16])[C:7]=1[C:8]([F:11])([F:9])[F:10], predict the reactants needed to synthesize it. The reactants are: [Br:1][C:2]1[CH:3]=[C:4]([C:17]2[N:18]=[C:19]([CH:23]3[CH2:28][CH2:27][N:26]([C:29](=[O:40])CC4NC5=NC=CC=C5N=4)[CH2:25][CH2:24]3)[S:20][C:21]=2[Cl:22])[CH:5]=[C:6]([O:12][C:13]([F:16])([F:15])[F:14])[C:7]=1[C:8]([F:11])([F:10])[F:9].C([N:44]([CH:47]([CH3:49])[CH3:48])[CH2:45]C)(C)C.C[CH2:51][N:52]=C=NCCCN(C)C.[C:61]([OH:67])([C:63](F)(F)F)=[O:62].